Dataset: Full USPTO retrosynthesis dataset with 1.9M reactions from patents (1976-2016). Task: Predict the reactants needed to synthesize the given product. (1) The reactants are: [N:1]([CH2:4][C@H:5]1[CH2:10][CH2:9][C@H:8]([N:11]2[C:16]3[C:17]4[CH:23]=[CH:22][N:21]([CH2:24][O:25][CH2:26][CH2:27][Si:28]([CH3:31])([CH3:30])[CH3:29])[C:18]=4[N:19]=[CH:20][C:15]=3[C:14](=[O:32])[NH:13][CH2:12]2)[CH2:7][CH2:6]1)=[N+:2]=[N-:3].[H-].[Na+].[CH2:35](I)[CH3:36].O. Given the product [N:1]([CH2:4][C@H:5]1[CH2:10][CH2:9][C@H:8]([N:11]2[C:16]3[C:17]4[CH:23]=[CH:22][N:21]([CH2:24][O:25][CH2:26][CH2:27][Si:28]([CH3:29])([CH3:31])[CH3:30])[C:18]=4[N:19]=[CH:20][C:15]=3[C:14](=[O:32])[N:13]([CH2:35][CH3:36])[CH2:12]2)[CH2:7][CH2:6]1)=[N+:2]=[N-:3], predict the reactants needed to synthesize it. (2) The reactants are: NC1C=C(OC(C)C)C(OC)=CC=1C(C1C=CC=CC=1Cl)=O.NC1C(C)=NN(CC=C)C=1Cl.[Cl:34][C:35]1[CH:40]=[CH:39][CH:38]=[CH:37][C:36]=1[C:41]1[C:47]2[CH:48]=[C:49]([O:56][CH3:57])[C:50]([O:52][CH:53]([CH3:55])[CH3:54])=[CH:51][C:46]=2[N:45]=[C:44]2[N:58](CC=C)[NH:59][C:60]([CH3:61])=[C:43]2[N:42]=1.[H-].C([Al+]CC(C)C)C(C)C. Given the product [Cl:34][C:35]1[CH:40]=[CH:39][CH:38]=[CH:37][C:36]=1[C:41]1[C:47]2[CH:48]=[C:49]([O:56][CH3:57])[C:50]([O:52][CH:53]([CH3:55])[CH3:54])=[CH:51][C:46]=2[N:45]=[C:44]2[NH:58][NH:59][C:60]([CH3:61])=[C:43]2[N:42]=1, predict the reactants needed to synthesize it. (3) Given the product [F:12][C:13]1[CH:20]=[CH:19][C:16]([CH2:17][O:1][C:2]2[CH:3]=[C:4]([CH:9]=[CH:10][CH:11]=2)[C:5]([O:7][CH3:8])=[O:6])=[CH:15][CH:14]=1, predict the reactants needed to synthesize it. The reactants are: [OH:1][C:2]1[CH:3]=[C:4]([CH:9]=[CH:10][CH:11]=1)[C:5]([O:7][CH3:8])=[O:6].[F:12][C:13]1[CH:20]=[CH:19][C:16]([CH2:17]Cl)=[CH:15][CH:14]=1.FC1C=CC(COC2C=CC(C(OC)=O)=CC=2)=CC=1. (4) Given the product [Cl:1][C:2]1[CH:3]=[CH:4][C:5]([C:8]2[N:9]=[C:10]3[CH:15]=[CH:14][C:13]([C:16]4[CH:17]=[CH:18][CH:19]=[CH:20][CH:21]=4)=[CH:12][N:11]3[C:22]=2[CH2:23][N:24]2[CH2:29][CH2:28][NH:27][CH2:26][CH2:25]2)=[CH:6][CH:7]=1, predict the reactants needed to synthesize it. The reactants are: [Cl:1][C:2]1[CH:7]=[CH:6][C:5]([C:8]2[N:9]=[C:10]3[CH:15]=[CH:14][C:13]([C:16]4[CH:21]=[CH:20][CH:19]=[CH:18][CH:17]=4)=[CH:12][N:11]3[C:22]=2[CH2:23][N:24]2[CH2:29][CH2:28][N:27](C(OC(C)(C)C)=O)[CH2:26][CH2:25]2)=[CH:4][CH:3]=1.FC(F)(F)C(O)=O. (5) Given the product [CH2:12]([O:14][C:15]([N:8]1[C:9]2[C:5](=[CH:4][CH:3]=[C:2]([Br:1])[CH:10]=2)[C:6]([OH:11])=[N:7]1)=[O:16])[CH3:13], predict the reactants needed to synthesize it. The reactants are: [Br:1][C:2]1[CH:10]=[C:9]2[C:5]([C:6]([OH:11])=[N:7][NH:8]2)=[CH:4][CH:3]=1.[CH2:12]([O:14][C:15](N1C2C(=C(Br)C=CC=2)C(O)=N1)=[O:16])[CH3:13]. (6) Given the product [F:34][C:2]([F:1])([F:33])[C:3]1[CH:4]=[C:5]([C@H:13]([O:15][C@H:16]2[O:24][CH2:23][C@@H:19]3[CH2:20][N:21]([C:43]([O:45][CH3:46])=[O:44])[CH2:22][C@H:18]3[C@@H:17]2[C:25]2[CH:30]=[CH:29][C:28]([F:31])=[CH:27][C:26]=2[CH3:32])[CH3:14])[CH:6]=[C:7]([C:9]([F:12])([F:10])[F:11])[CH:8]=1, predict the reactants needed to synthesize it. The reactants are: [F:1][C:2]([F:34])([F:33])[C:3]1[CH:4]=[C:5]([C@H:13]([O:15][C@H:16]2[O:24][CH2:23][C@@H:19]3[CH2:20][NH:21][CH2:22][C@H:18]3[C@@H:17]2[C:25]2[CH:30]=[CH:29][C:28]([F:31])=[CH:27][C:26]=2[CH3:32])[CH3:14])[CH:6]=[C:7]([C:9]([F:12])([F:11])[F:10])[CH:8]=1.C(N(CC)CC)C.Cl[C:43]([O:45][CH3:46])=[O:44]. (7) Given the product [NH2:1][CH2:4][C@@H:5]([NH:13][C:14](=[O:20])[O:15][C:16]([CH3:18])([CH3:17])[CH3:19])[CH2:6][C@H:7]1[CH2:12][CH2:11][CH2:10][O:9][CH2:8]1, predict the reactants needed to synthesize it. The reactants are: [N:1]([CH2:4][C@@H:5]([NH:13][C:14](=[O:20])[O:15][C:16]([CH3:19])([CH3:18])[CH3:17])[CH2:6][C@H:7]1[CH2:12][CH2:11][CH2:10][O:9][CH2:8]1)=[N+]=[N-]. (8) Given the product [Cl:23][C:24]1[C:25]([O:39][CH3:40])=[CH:26][C:27]2[N:31]=[C:30]([C:32]3[C:36]([NH:37][C:56]([N:50]4[CH2:55][CH2:54][CH2:53][CH2:52][CH2:51]4)=[O:57])=[CH:35][NH:34][N:33]=3)[NH:29][C:28]=2[CH:38]=1, predict the reactants needed to synthesize it. The reactants are: CC1C(C)=CC2NC(C3C(NC(=O)CCC)=CNN=3)=NC=2C=1.[Cl:23][C:24]1[C:25]([O:39][CH3:40])=[CH:26][C:27]2[N:31]=[C:30]([C:32]3[C:36]([NH2:37])=[CH:35][NH:34][N:33]=3)[NH:29][C:28]=2[CH:38]=1.C(N(C(C)C)CC)(C)C.[N:50]1([C:56](Cl)=[O:57])[CH2:55][CH2:54][CH2:53][CH2:52][CH2:51]1. (9) The reactants are: [CH2:1]([O:8][C:9]1[CH:15]=[C:14]([Br:16])[CH:13]=[C:12]([N+:17]([O-:19])=[O:18])[C:10]=1[NH2:11])[C:2]1[CH:7]=[CH:6][CH:5]=[CH:4][CH:3]=1.CS(O)(=O)=O.[OH2:25].[OH-].[Na+]. Given the product [CH2:1]([O:8][C:9]1[CH:15]=[C:14]([Br:16])[CH:13]=[C:12]([N+:17]([O-:19])=[O:18])[C:10]=1[NH:11][C:1](=[O:25])[CH:2]([CH3:7])[CH3:3])[C:2]1[CH:7]=[CH:6][CH:5]=[CH:4][CH:3]=1, predict the reactants needed to synthesize it.